The task is: Predict the reactants needed to synthesize the given product.. This data is from Full USPTO retrosynthesis dataset with 1.9M reactions from patents (1976-2016). (1) Given the product [Cl:1][C:2]1[CH:7]=[CH:6][C:5]([F:8])=[CH:4][C:3]=1[N:9]1[C:13]([O:14][S:34]([C:37]([F:40])([F:39])[F:38])(=[O:36])=[O:35])=[CH:12][C:11]([C:15]([O:17][CH2:18][CH3:19])=[O:16])=[N:10]1, predict the reactants needed to synthesize it. The reactants are: [Cl:1][C:2]1[CH:7]=[CH:6][C:5]([F:8])=[CH:4][C:3]=1[N:9]1[C:13]([OH:14])=[CH:12][C:11]([C:15]([O:17][CH2:18][CH3:19])=[O:16])=[N:10]1.C(N(CC)CC)C.C1C=CC(N([S:34]([C:37]([F:40])([F:39])[F:38])(=[O:36])=[O:35])[S:34]([C:37]([F:40])([F:39])[F:38])(=[O:36])=[O:35])=CC=1.O. (2) Given the product [ClH:4].[Cl:4][C:2]([C:1]1[C:14]2[C:13](=[CH:18][CH:17]=[CH:16][CH:15]=2)[N:12]([C:19]2[N:20]=[CH:21][C:22]3[C:27]([CH:28]=2)=[CH:26][CH:25]=[CH:24][CH:23]=3)[CH:11]=1)=[O:3], predict the reactants needed to synthesize it. The reactants are: [C:1](Cl)(=O)[C:2]([Cl:4])=[O:3].C(C1[C:18]2[C:13](=[CH:14][CH:15]=[CH:16][CH:17]=2)[N:12]([C:19]2[N:20]=[CH:21][C:22]3[C:27]([CH:28]=2)=[CH:26][CH:25]=[CH:24][CH:23]=3)[CH:11]=1)(O)=O. (3) The reactants are: [CH3:1][O:2][C:3]([C:5]1[CH:6]2[N:20]([C:21]([O:23][C:24]([CH3:27])([CH3:26])[CH3:25])=[O:22])[CH:9]([C:10]=1[NH:11][CH:12]([C:14]1[CH:19]=[CH:18][CH:17]=[CH:16][CH:15]=1)[CH3:13])[CH2:8][CH2:7]2)=[O:4].C(O[BH-](OC(=O)C)OC(=O)C)(=O)C.[Na+].C(=O)(O)[O-].[Na+]. Given the product [CH3:1][O:2][C:3]([CH:5]1[CH:10]([NH:11][CH:12]([C:14]2[CH:19]=[CH:18][CH:17]=[CH:16][CH:15]=2)[CH3:13])[CH:9]2[N:20]([C:21]([O:23][C:24]([CH3:25])([CH3:27])[CH3:26])=[O:22])[CH:6]1[CH2:7][CH2:8]2)=[O:4], predict the reactants needed to synthesize it. (4) The reactants are: [N:1]1[CH:6]=[CH:5][CH:4]=[CH:3][C:2]=1[C:7]([NH2:9])=O.COC1C=CC(P2(SP(C3C=CC(OC)=CC=3)(=S)S2)=[S:19])=CC=1.Br[CH2:33][C:34](=O)[C:35]([O:37][CH2:38][CH3:39])=[O:36]. Given the product [N:1]1[CH:6]=[CH:5][CH:4]=[CH:3][C:2]=1[C:7]1[S:19][CH:33]=[C:34]([C:35]([O:37][CH2:38][CH3:39])=[O:36])[N:9]=1, predict the reactants needed to synthesize it.